This data is from Reaction yield outcomes from USPTO patents with 853,638 reactions. The task is: Predict the reaction yield, written as a fraction of the theoretical maximum amount of product (1.0 means a 100% yield; for example, 0.34 means a 34% yield). (1) The reactants are [CH3:1][O:2][C:3]1[CH:8]=[CH:7][C:6]([C:9]2[O:13][C:12]([C:14]3[CH:19]=[CH:18][CH:17]=[CH:16][CH:15]=3)=[N:11][C:10]=2[C:20]([OH:22])=O)=[CH:5][CH:4]=1.COC1C=CC(C2OC(C3SC=CC=3)=[N:33]C=2C(O)=O)=CC=1.O.OC1C2N=NNC=2C=CC=1.N.O1CCOCC1.N=C=N. The catalyst is C(Cl)Cl.CN(C=O)C. The product is [CH3:1][O:2][C:3]1[CH:8]=[CH:7][C:6]([C:9]2[O:13][C:12]([C:14]3[CH:19]=[CH:18][CH:17]=[CH:16][CH:15]=3)=[N:11][C:10]=2[C:20]([NH2:33])=[O:22])=[CH:5][CH:4]=1. The yield is 0.270. (2) The reactants are Cl.[S:2]([N:12]1[C:16]2=[N:17][CH:18]=[C:19]([C:21]([O:23]C)=[O:22])[N:20]=[C:15]2[CH:14]=[CH:13]1)([C:5]1[CH:11]=[CH:10][C:8]([CH3:9])=[CH:7][CH:6]=1)(=[O:4])=[O:3]. The catalyst is O1CCOCC1. The product is [S:2]([N:12]1[C:16]2=[N:17][CH:18]=[C:19]([C:21]([OH:23])=[O:22])[N:20]=[C:15]2[CH:14]=[CH:13]1)([C:5]1[CH:6]=[CH:7][C:8]([CH3:9])=[CH:10][CH:11]=1)(=[O:4])=[O:3]. The yield is 0.850. (3) The reactants are [O-]P([O-])([O-])=O.[K+].[K+].[K+].[CH2:9]([NH2:16])[C:10]1[CH:15]=[CH:14][CH:13]=[CH:12][CH:11]=1.Cl[C:18]1[CH:26]=[CH:25][CH:24]=[CH:23][C:19]=1[C:20]([OH:22])=[O:21].C(O)CO. The catalyst is [Cu]I.C(O)CCC. The product is [CH2:9]([NH:16][C:18]1[CH:26]=[CH:25][CH:24]=[CH:23][C:19]=1[C:20]([OH:22])=[O:21])[C:10]1[CH:15]=[CH:14][CH:13]=[CH:12][CH:11]=1. The yield is 0.480. (4) The reactants are [Br:1][C:2]1[CH:3]=[C:4]2[C:9](=[CH:10][CH:11]=1)[CH:8]=[N:7][CH:6]=[CH:5]2.[O:12](C)[S:13]([C:16]([F:19])([F:18])[F:17])(=[O:15])=[O:14]. The catalyst is C(Cl)Cl. The product is [F:17][C:16]([F:19])([F:18])[S:13]([O-:15])(=[O:14])=[O:12].[Br:1][C:2]1[CH:3]=[C:4]2[C:9](=[CH:10][CH:11]=1)[CH:8]=[N+:7]([CH3:16])[CH:6]=[CH:5]2. The yield is 0.930. (5) The reactants are COC1C=C(OC)C=CC=1C[N:6]([C:30]1[S:34][N:33]=[CH:32][N:31]=1)[S:7]([C:10]1[CH:15]=[C:14]([F:16])[C:13]([O:17][C:18]2[CH:23]=[CH:22][C:21]([C:24]([F:27])([F:26])[F:25])=[CH:20][C:19]=2I)=[CH:12][C:11]=1[F:29])(=[O:9])=[O:8].C(=O)([O-])[O-].[K+].[K+].C(OC[N:51]1[C:55](B2OC(C)(C)C(C)(C)O2)=[CH:54][CH:53]=[N:52]1)C.FC(F)(F)C(O)=O. The catalyst is O1CCOCC1.O.C1C=CC([P]([Pd]([P](C2C=CC=CC=2)(C2C=CC=CC=2)C2C=CC=CC=2)([P](C2C=CC=CC=2)(C2C=CC=CC=2)C2C=CC=CC=2)[P](C2C=CC=CC=2)(C2C=CC=CC=2)C2C=CC=CC=2)(C2C=CC=CC=2)C2C=CC=CC=2)=CC=1. The product is [F:29][C:11]1[CH:12]=[C:13]([O:17][C:18]2[CH:23]=[CH:22][C:21]([C:24]([F:27])([F:26])[F:25])=[CH:20][C:19]=2[C:53]2[NH:52][N:51]=[CH:55][CH:54]=2)[C:14]([F:16])=[CH:15][C:10]=1[S:7]([NH:6][C:30]1[S:34][N:33]=[CH:32][N:31]=1)(=[O:9])=[O:8]. The yield is 0.0900. (6) The product is [CH2:9]([N:11]1[C:6]([NH2:7])=[CH:5][C:4]([CH2:3][O:2][CH3:1])=[N:12]1)[CH3:10]. The catalyst is C(O)C. The yield is 0.558. The reactants are [CH3:1][O:2][CH2:3][C:4](=O)[CH2:5][C:6]#[N:7].[CH2:9]([NH:11][NH2:12])[CH3:10].Cl. (7) The reactants are [CH3:1][C:2]1([CH3:25])[C:6]([CH3:8])([CH3:7])[C:5]2[CH:9]=[CH:10][CH:11]=[C:12]([CH2:13][N:14]3[CH2:19][CH2:18][C:17]4([CH2:24][CH2:23][NH:22][CH2:21][CH2:20]4)[CH2:16][CH2:15]3)[C:4]=2[O:3]1.C([O:28][C:29](=[O:45])[CH:30]([C:36]1[CH:44]=[N:43][CH:42]=[CH:41][C:37]=1[C:38](O)=[O:39])C(OCC)=O)C. No catalyst specified. The product is [CH3:1][C:2]1([CH3:25])[C:6]([CH3:7])([CH3:8])[C:5]2[CH:9]=[CH:10][CH:11]=[C:12]([CH2:13][N:14]3[CH2:19][CH2:18][C:17]4([CH2:20][CH2:21][N:22]([C:38]([C:37]5[CH:41]=[CH:42][N:43]=[CH:44][C:36]=5[CH2:30][C:29]([OH:45])=[O:28])=[O:39])[CH2:23][CH2:24]4)[CH2:16][CH2:15]3)[C:4]=2[O:3]1. The yield is 0.430.